Task: Predict which catalyst facilitates the given reaction.. Dataset: Catalyst prediction with 721,799 reactions and 888 catalyst types from USPTO (1) Reactant: [OH:1][NH:2][C:3](=[O:9])[O:4][C:5]([CH3:8])([CH3:7])[CH3:6].Br[CH2:11][CH2:12][CH2:13][CH2:14][CH3:15].C1CCN2C(=NCCC2)CC1. Product: [CH2:11]([O:1][NH:2][C:3](=[O:9])[O:4][C:5]([CH3:8])([CH3:7])[CH3:6])[CH2:12][CH2:13][CH2:14][CH3:15]. The catalyst class is: 23. (2) Reactant: [CH3:1][S:2][C:3]1[CH:8]=[CH:7][N:6]=[C:5]([C:9]2[CH:10]=[N:11][C:12]([N:15]3[C:23]4[C:18](=[CH:19][CH:20]=[C:21]([C:24]([N:26]5[CH2:31][CH2:30][O:29][CH2:28][CH2:27]5)=[O:25])[CH:22]=4)[C:17]4([CH2:33][CH2:32]4)[CH2:16]3)=[N:13][CH:14]=2)[CH:4]=1.C1C=C(Cl)C=C(C(OO)=[O:42])C=1. Product: [CH3:1][S:2]([C:3]1[CH:8]=[CH:7][N:6]=[C:5]([C:9]2[CH:14]=[N:13][C:12]([N:15]3[C:23]4[C:18](=[CH:19][CH:20]=[C:21]([C:24]([N:26]5[CH2:27][CH2:28][O:29][CH2:30][CH2:31]5)=[O:25])[CH:22]=4)[C:17]4([CH2:33][CH2:32]4)[CH2:16]3)=[N:11][CH:10]=2)[CH:4]=1)=[O:42]. The catalyst class is: 1. (3) Reactant: [Br:1][C:2]1[CH:7]=[CH:6][C:5]([N:8]2[C:12](=[O:13])[NH:11][N:10]=[CH:9]2)=[C:4]([F:14])[CH:3]=1.[OH-].[K+].Br[CH:18]([CH3:20])[CH3:19]. Product: [Br:1][C:2]1[CH:7]=[CH:6][C:5]([N:8]2[C:12](=[O:13])[N:11]([CH:18]([CH3:20])[CH3:19])[N:10]=[CH:9]2)=[C:4]([F:14])[CH:3]=1. The catalyst class is: 9. (4) Reactant: C([O:3][C:4](=[O:23])[CH:5]([CH2:15][O:16][CH:17]1[CH2:22][CH2:21][O:20][CH2:19][CH2:18]1)[CH2:6][S:7][CH2:8][C:9]1[CH:14]=[CH:13][CH:12]=[CH:11][CH:10]=1)C.[OH-].[Na+].O. Product: [CH2:8]([S:7][CH2:6][CH:5]([CH2:15][O:16][CH:17]1[CH2:18][CH2:19][O:20][CH2:21][CH2:22]1)[C:4]([OH:23])=[O:3])[C:9]1[CH:10]=[CH:11][CH:12]=[CH:13][CH:14]=1. The catalyst class is: 8. (5) Reactant: [OH:1][CH2:2][CH2:3][C:4]1[CH:5]=[C:6]([CH:30]=[CH:31][CH:32]=1)[CH2:7][CH2:8][N:9]1[CH2:29][CH2:28][C:12]2([O:17][CH2:16][CH2:15][N:14]([C:18]([C:20]3[N:21]=[C:22]([CH:25]([CH3:27])[CH3:26])[S:23][CH:24]=3)=[O:19])[CH2:13]2)[CH2:11][CH2:10]1.[C:33]([O:37][C:38]([CH3:41])([CH3:40])[CH3:39])(=[O:36])[CH:34]=[CH2:35].[OH-].C([N+](C)(C)C)C1C=CC=CC=1. Product: [CH:25]([C:22]1[S:23][CH:24]=[C:20]([C:18]([N:14]2[CH2:13][C:12]3([CH2:28][CH2:29][N:9]([CH2:8][CH2:7][C:6]4[CH:5]=[C:4]([CH:32]=[CH:31][CH:30]=4)[CH2:3][CH2:2][O:1][CH2:35][CH2:34][C:33]([O:37][C:38]([CH3:41])([CH3:40])[CH3:39])=[O:36])[CH2:10][CH2:11]3)[O:17][CH2:16][CH2:15]2)=[O:19])[N:21]=1)([CH3:27])[CH3:26]. The catalyst class is: 10. (6) Reactant: [NH2:1][C:2]1[CH:7]=[CH:6][C:5]([C:8]2([C:12]([O:14][CH2:15][CH3:16])=[O:13])[CH2:11][CH2:10][CH2:9]2)=[CH:4][C:3]=1[O:17][CH2:18][C:19]([F:22])([F:21])[F:20].C1C(=O)N([Br:30])C(=O)C1. Product: [NH2:1][C:2]1[C:3]([O:17][CH2:18][C:19]([F:20])([F:21])[F:22])=[CH:4][C:5]([C:8]2([C:12]([O:14][CH2:15][CH3:16])=[O:13])[CH2:11][CH2:10][CH2:9]2)=[CH:6][C:7]=1[Br:30]. The catalyst class is: 146. (7) Product: [Cl:51][C:52]1[O:56][C:55]([CH:57]2[C:5]3=[C:6]4[N:7]([CH3:23])[C:8](=[O:22])[N:9]([CH3:21])[C:10](=[O:20])[C:11]4=[C:12]([C:13]4[CH:18]=[CH:17][CH:16]=[C:15]([F:19])[CH:14]=4)[N:4]3[CH2:3][C@H:2]([CH2:24][OH:25])[O:1]2)=[CH:54][CH:53]=1. Reactant: [OH:1][C@@H:2]([CH2:24][OH:25])[CH2:3][N:4]1[C:12]([C:13]2[CH:18]=[CH:17][CH:16]=[C:15]([F:19])[CH:14]=2)=[C:11]2[C:6]([N:7]([CH3:23])[C:8](=[O:22])[N:9]([CH3:21])[C:10]2=[O:20])=[CH:5]1.[O-]S(C(F)(F)F)(=O)=O.[Bi+3].[O-]S(C(F)(F)F)(=O)=O.[O-]S(C(F)(F)F)(=O)=O.[Cl:51][C:52]1[O:56][C:55]([CH:57]=O)=[CH:54][CH:53]=1. The catalyst class is: 8.